Dataset: Catalyst prediction with 721,799 reactions and 888 catalyst types from USPTO. Task: Predict which catalyst facilitates the given reaction. (1) Reactant: C(O[C:4](=[C:11]1[C:19]2[C:14](=[CH:15][CH:16]=[CH:17][CH:18]=2)[NH:13][C:12]1=[O:20])[C:5]1[CH:10]=[CH:9][CH:8]=[CH:7][CH:6]=1)C.[C:21]([CH2:23][N:24]([C:29]1[CH:35]=[CH:34][C:32]([NH2:33])=[CH:31][CH:30]=1)[S:25]([CH3:28])(=[O:27])=[O:26])#[N:22]. Product: [C:21]([CH2:23][N:24]([C:29]1[CH:35]=[CH:34][C:32]([NH:33]/[C:4](=[C:11]2\[C:12](=[O:20])[NH:13][C:14]3[C:19]\2=[CH:18][CH:17]=[CH:16][CH:15]=3)/[C:5]2[CH:6]=[CH:7][CH:8]=[CH:9][CH:10]=2)=[CH:31][CH:30]=1)[S:25]([CH3:28])(=[O:27])=[O:26])#[N:22]. The catalyst class is: 3. (2) Reactant: [H-].[Al+3].[Li+].[H-].[H-].[H-].CON(C)[C:10]([CH:12]1[CH2:14][CH:13]1[CH2:15][C:16]1[CH:17]=[C:18]2[C:22](=[CH:23][CH:24]=1)[NH:21][CH:20]=[C:19]2[C:25]#[N:26])=[O:11]. Product: [CH:10]([CH:12]1[CH2:14][CH:13]1[CH2:15][C:16]1[CH:17]=[C:18]2[C:22](=[CH:23][CH:24]=1)[NH:21][CH:20]=[C:19]2[C:25]#[N:26])=[O:11]. The catalyst class is: 7. (3) Reactant: [CH:1](=[C:8]1/[C:9](=[O:18])[NH:10][C:11]2[C:16]/1=[CH:15][CH:14]=[C:13]([Cl:17])[CH:12]=2)/[C:2]1[CH:7]=[CH:6][CH:5]=[CH:4][CH:3]=1.Cl[C:20]([O:22][CH2:23][CH3:24])=[O:21].C(N(CC)CC)C. Product: [CH2:23]([O:22][C:20]([N:10]1[C:11]2[C:16](=[CH:15][CH:14]=[C:13]([Cl:17])[CH:12]=2)/[C:8](=[CH:1]/[C:2]2[CH:7]=[CH:6][CH:5]=[CH:4][CH:3]=2)/[C:9]1=[O:18])=[O:21])[CH3:24]. The catalyst class is: 4. (4) Reactant: Br.[NH2:2][C:3]1[S:4][CH:5]=[C:6]([C:8]2[CH:13]=[CH:12][CH:11]=[CH:10][CH:9]=2)[N:7]=1.[Cl:14][C:15]1[CH:23]=[CH:22][C:21]([N+:24]([O-:26])=[O:25])=[CH:20][C:16]=1[C:17](Cl)=[O:18]. Product: [C:8]1([C:6]2[N:7]=[C:3]([NH:2][C:17]([C:16]3[CH:20]=[C:21]([N+:24]([O-:26])=[O:25])[CH:22]=[CH:23][C:15]=3[Cl:14])=[O:18])[S:4][CH:5]=2)[CH:13]=[CH:12][CH:11]=[CH:10][CH:9]=1. The catalyst class is: 17.